This data is from Full USPTO retrosynthesis dataset with 1.9M reactions from patents (1976-2016). The task is: Predict the reactants needed to synthesize the given product. (1) Given the product [C:1]([C:5]1[N:10]=[C:9]([O:11][CH3:12])[N:8]=[C:7]([O:13][CH:14]2[CH2:31][CH:30]3[CH:16]([C:17](=[O:37])[N:18]([CH3:36])[CH2:19][CH2:20][CH2:21][CH2:22][CH:23]=[CH:24][CH:25]4[C:27]([C:33]([NH:56][S:53]([C:50]5([CH3:49])[CH2:52][CH2:51]5)(=[O:55])=[O:54])=[O:34])([NH:28][C:29]3=[O:32])[CH2:26]4)[CH2:15]2)[CH:6]=1)([CH3:3])([CH3:4])[CH3:2], predict the reactants needed to synthesize it. The reactants are: [C:1]([C:5]1[N:10]=[C:9]([O:11][CH3:12])[N:8]=[C:7]([O:13][CH:14]2[CH2:31][CH:30]3[CH:16]([C:17](=[O:37])[N:18]([CH3:36])[CH2:19][CH2:20][CH2:21][CH2:22][CH:23]=[CH:24][CH:25]4[C:27]([C:33](O)=[O:34])([NH:28][C:29]3=[O:32])[CH2:26]4)[CH2:15]2)[CH:6]=1)([CH3:4])([CH3:3])[CH3:2].CCN=C=NCCCN(C)C.[CH3:49][C:50]1([S:53]([NH2:56])(=[O:55])=[O:54])[CH2:52][CH2:51]1.C1CCN2C(=NCCC2)CC1.C(O)(=O)CC(CC(O)=O)(C(O)=O)O. (2) Given the product [CH2:1]([O:3][CH:4]([O:12][CH2:13][CH3:14])[C:5]1[CH:10]=[CH:9][CH:8]=[CH:7][C:6]=1[CH:23]([C:22]1[CH:25]=[CH:26][CH:27]=[CH:28][C:21]=1[F:20])[OH:24])[CH3:2], predict the reactants needed to synthesize it. The reactants are: [CH2:1]([O:3][CH:4]([O:12][CH2:13][CH3:14])[C:5]1[CH:10]=[CH:9][CH:8]=[CH:7][C:6]=1Br)[CH3:2].C([Li])CCC.[F:20][C:21]1[CH:28]=[CH:27][CH:26]=[CH:25][C:22]=1[CH:23]=[O:24]. (3) Given the product [CH2:1]([O:3][C:4]([N:6]1[C:15]2[C:10](=[N:11][C:12]([C:64]#[N:65])=[CH:13][CH:14]=2)[C@@H:9]([NH:24][CH:25]([C:40]2[N:45]=[CH:44][C:43]([N:46]3[CH2:47][CH2:48][N:49]([C:52](=[O:54])[CH3:53])[CH2:50][CH2:51]3)=[CH:42][N:41]=2)[C:26]2[CH:27]=[C:28]([C:36]([F:39])([F:38])[F:37])[CH:29]=[C:30]([C:32]([F:33])([F:34])[F:35])[CH:31]=2)[CH2:8][C@H:7]1[CH2:55][CH3:56])=[O:5])[CH3:2], predict the reactants needed to synthesize it. The reactants are: [CH2:1]([O:3][C:4]([N:6]1[C:15]2[C:10](=[N:11][C:12](OS(C(F)(F)F)(=O)=O)=[CH:13][CH:14]=2)[C@@H:9]([NH:24][CH:25]([C:40]2[N:45]=[CH:44][C:43]([N:46]3[CH2:51][CH2:50][N:49]([C:52](=[O:54])[CH3:53])[CH2:48][CH2:47]3)=[CH:42][N:41]=2)[C:26]2[CH:31]=[C:30]([C:32]([F:35])([F:34])[F:33])[CH:29]=[C:28]([C:36]([F:39])([F:38])[F:37])[CH:27]=2)[CH2:8][C@H:7]1[CH2:55][CH3:56])=[O:5])[CH3:2].O.C(OCC)(=O)C.[CH3:64][N:65](C)C=O. (4) Given the product [CH2:22]([O:21][C:19](=[O:20])[CH2:18][C@H:17]([NH:16][C:14]([C:11]1[CH:12]=[CH:13][C:8]([C:4]2[CH:5]=[CH:6][CH:7]=[C:2]([F:1])[CH:3]=2)=[CH:9][C:10]=1[NH:34][C:35]([NH:37][C:38]1[C:39]([CH3:46])=[CH:40][C:41]([CH3:45])=[CH:42][C:43]=1[CH3:44])=[O:36])=[O:15])[C:24]([OH:26])=[O:25])[CH3:23], predict the reactants needed to synthesize it. The reactants are: [F:1][C:2]1[CH:3]=[C:4]([C:8]2[CH:13]=[CH:12][C:11]([C:14]([NH:16][C@H:17]([C:24]([O:26]CC3C=CC=CC=3)=[O:25])[CH2:18][C:19]([O:21][CH2:22][CH3:23])=[O:20])=[O:15])=[C:10]([NH:34][C:35]([NH:37][C:38]3[C:43]([CH3:44])=[CH:42][C:41]([CH3:45])=[CH:40][C:39]=3[CH3:46])=[O:36])[CH:9]=2)[CH:5]=[CH:6][CH:7]=1.[H][H]. (5) Given the product [Br:1][C:2]1[CH:3]=[CH:4][C:5]([C:8]2[CH2:15][CH:14]([CH2:13][CH2:12][OH:16])[O:10][N:9]=2)=[N:6][CH:7]=1, predict the reactants needed to synthesize it. The reactants are: [Br:1][C:2]1[CH:3]=[CH:4][C:5]([C:8](Cl)=[N:9][OH:10])=[N:6][CH:7]=1.[CH2:12]([OH:16])[CH2:13][CH:14]=[CH2:15].Cl[O-].[Na+]. (6) The reactants are: C([O:8][C:9]1[CH:10]=[C:11]2[C:16](=[CH:17][C:18]=1[O:19][CH3:20])[N:15]=[C:14]([C:21]1[CH:26]=[CH:25][CH:24]=[C:23]([N+:27]([O-:29])=[O:28])[CH:22]=1)[NH:13][C:12]2=[O:30])C1C=CC=CC=1. Given the product [OH:8][C:9]1[CH:10]=[C:11]2[C:16](=[CH:17][C:18]=1[O:19][CH3:20])[N:15]=[C:14]([C:21]1[CH:26]=[CH:25][CH:24]=[C:23]([N+:27]([O-:29])=[O:28])[CH:22]=1)[NH:13][C:12]2=[O:30], predict the reactants needed to synthesize it. (7) Given the product [Br:21][C:22]1[CH:27]=[CH:26][C:25]([O:28][CH2:29][CH3:30])=[CH:24][C:23]=1[C:31]([P:32](=[O:39])([O:33][CH2:34][CH3:35])[O:36][CH2:37][CH3:38])=[O:40], predict the reactants needed to synthesize it. The reactants are: BrC1C=CC(OCC)=CC=1C=O.P([O-])(OCC)OCC.[Br:21][C:22]1[CH:27]=[CH:26][C:25]([O:28][CH2:29][CH3:30])=[CH:24][C:23]=1[CH:31]([OH:40])[P:32](=[O:39])([O:36][CH2:37][CH3:38])[O:33][CH2:34][CH3:35].[Cr](Cl)([O-])(=O)=O.[NH+]1C=CC=CC=1. (8) Given the product [O:23]=[C:15]1[C:14](=[C:10]2[C:11]3[C:7](=[CH:6][C:5]([CH2:4][CH2:3][CH2:2][O:1][S:32]([CH3:31])(=[O:34])=[O:33])=[CH:13][CH:12]=3)[CH2:8][O:9]2)[C:22]2[C:17](=[CH:18][CH:19]=[CH:20][CH:21]=2)[NH:16]1, predict the reactants needed to synthesize it. The reactants are: [OH:1][CH2:2][CH2:3][CH2:4][C:5]1[CH:6]=[C:7]2[C:11](=[CH:12][CH:13]=1)[C:10](=[C:14]1[C:22]3[C:17](=[CH:18][CH:19]=[CH:20][CH:21]=3)[NH:16][C:15]1=[O:23])[O:9][CH2:8]2.C(N(CC)CC)C.[CH3:31][S:32](Cl)(=[O:34])=[O:33]. (9) Given the product [F:36][C:20]1[CH:21]=[C:22]([N:25]2[CH2:29][C@H:28]([CH2:30][NH:31][C:32](=[O:34])[CH3:33])[O:27][C:26]2=[O:35])[CH:23]=[CH:24][C:19]=1[O:18][CH2:17][C:13]1([OH:16])[CH2:14][CH2:15][NH:11][CH2:12]1, predict the reactants needed to synthesize it. The reactants are: C(OC([N:11]1[CH2:15][CH2:14][C:13]([CH2:17][O:18][C:19]2[CH:24]=[CH:23][C:22]([N:25]3[CH2:29][C@H:28]([CH2:30][NH:31][C:32](=[O:34])[CH3:33])[O:27][C:26]3=[O:35])=[CH:21][C:20]=2[F:36])([OH:16])[CH2:12]1)=O)C1C=CC=CC=1. (10) Given the product [F:1][C:2]1[CH:3]=[CH:4][C:5]([N:8]([CH2:39][CH2:40][CH3:41])[C:9]2[C:17]3[O:16][CH2:15][C@@H:14]([N:18]([C:33](=[O:38])[C:34]([F:35])([F:37])[F:36])[C:19]4[CH:32]=[CH:31][C:22]5[C@H:23]([CH2:26][C:27]([O:29][CH3:30])=[O:28])[CH2:24][O:25][C:21]=5[CH:20]=4)[C:13]=3[CH:12]=[CH:11][CH:10]=2)=[N:6][CH:7]=1, predict the reactants needed to synthesize it. The reactants are: [F:1][C:2]1[CH:3]=[CH:4][C:5]([NH:8][C:9]2[C:17]3[O:16][CH2:15][C@@H:14]([N:18]([C:33](=[O:38])[C:34]([F:37])([F:36])[F:35])[C:19]4[CH:32]=[CH:31][C:22]5[C@H:23]([CH2:26][C:27]([O:29][CH3:30])=[O:28])[CH2:24][O:25][C:21]=5[CH:20]=4)[C:13]=3[CH:12]=[CH:11][CH:10]=2)=[N:6][CH:7]=1.[CH2:39](I)[CH2:40][CH3:41].[H-].[Na+].O.